This data is from Peptide-MHC class II binding affinity with 134,281 pairs from IEDB. The task is: Regression. Given a peptide amino acid sequence and an MHC pseudo amino acid sequence, predict their binding affinity value. This is MHC class II binding data. (1) The peptide sequence is VNGTWMIHTLEALDY. The MHC is DRB1_1101 with pseudo-sequence DRB1_1101. The binding affinity (normalized) is 0.335. (2) The peptide sequence is PARLFKAFVLDSDNL. The MHC is HLA-DQA10201-DQB10202 with pseudo-sequence HLA-DQA10201-DQB10202. The binding affinity (normalized) is 0.470. (3) The peptide sequence is ALSVLVGLTAATVAI. The MHC is HLA-DQA10102-DQB10602 with pseudo-sequence HLA-DQA10102-DQB10602. The binding affinity (normalized) is 0.209.